This data is from Orexin1 receptor HTS with 218,158 compounds and 233 confirmed actives. The task is: Binary Classification. Given a drug SMILES string, predict its activity (active/inactive) in a high-throughput screening assay against a specified biological target. (1) The molecule is s1c(C(N(C2CC2)C(=O)c2nnsc2)C(=O)NCCc2ccccc2)ccc1. The result is 0 (inactive). (2) The compound is S(=O)(=O)(Nc1cc2[nH]c(=O)[nH]c2cc1)CC. The result is 0 (inactive). (3) The drug is O1C(OCCCCO)CC(C=C1C(=O)NCC#C)c1ccccc1. The result is 0 (inactive).